Regression. Given a peptide amino acid sequence and an MHC pseudo amino acid sequence, predict their binding affinity value. This is MHC class I binding data. From a dataset of Peptide-MHC class I binding affinity with 185,985 pairs from IEDB/IMGT. The peptide sequence is ELQKLNSWDVF. The MHC is Mamu-B17 with pseudo-sequence Mamu-B17. The binding affinity (normalized) is 0.